Task: Predict the reaction yield, written as a fraction of the theoretical maximum amount of product (1.0 means a 100% yield; for example, 0.34 means a 34% yield).. Dataset: Reaction yield outcomes from USPTO patents with 853,638 reactions (1) The reactants are C([O:3][C:4]([C:6]1[CH:7]=[C:8]2[C:13](=[CH:14][CH:15]=1)[NH:12][CH:11]([C:16]1[CH:21]=[C:20]([N:22]3[CH2:27][CH2:26][O:25][CH2:24][CH2:23]3)[CH:19]=[CH:18][C:17]=1[CH2:28][CH3:29])[CH2:10][C:9]2([CH3:31])[CH3:30])=[O:5])C.[OH-].[Na+].Cl. The catalyst is CO.O1CCCC1.O. The product is [CH2:28]([C:17]1[CH:18]=[CH:19][C:20]([N:22]2[CH2:27][CH2:26][O:25][CH2:24][CH2:23]2)=[CH:21][C:16]=1[CH:11]1[CH2:10][C:9]([CH3:31])([CH3:30])[C:8]2[C:13](=[CH:14][CH:15]=[C:6]([C:4]([OH:5])=[O:3])[CH:7]=2)[NH:12]1)[CH3:29]. The yield is 0.890. (2) The reactants are C(N)CN.[Na].[H][H].[CH3:8][C:9]1[CH2:14][CH2:13][CH:12]([C:15]([CH3:17])=[CH2:16])[CH2:11][CH:10]=1. The catalyst is O. The product is [C:12]1([CH:15]([CH3:17])[CH3:16])[CH:13]=[CH:14][C:9]([CH3:8])=[CH:10][CH:11]=1. The yield is 0.990. (3) The reactants are [CH3:1][C:2]1([CH3:15])[CH2:6][N:5](CC2C=CC=CC=2)[CH2:4][C@@H:3]1[OH:14].[ClH:16]. The catalyst is CO.[Pd]. The product is [ClH:16].[CH3:1][C:2]1([CH3:15])[CH2:6][NH:5][CH2:4][C@@H:3]1[OH:14]. The yield is 0.930. (4) The reactants are [OH:1][C:2]1[CH:7]=[C:6]([Cl:8])[N:5]=[N:4][C:3]=1Cl.[CH:10]1([C:13]2[CH:18]=[CH:17][CH:16]=[C:15]([CH3:19])[C:14]=2[OH:20])[CH2:12][CH2:11]1.C(C1C=CC=CC=1)CCC.[OH-].[K+].Cl. The yield is 0.610. The product is [Cl:8][C:6]1[N:5]=[N:4][C:3]([O:20][C:14]2[C:15]([CH3:19])=[CH:16][CH:17]=[CH:18][C:13]=2[CH:10]2[CH2:11][CH2:12]2)=[C:2]([OH:1])[CH:7]=1. The catalyst is CO. (5) The reactants are [CH2:1]([O:3][C:4]([C:6]1[S:10][C:9]([C:11]([OH:13])=O)=[CH:8][CH:7]=1)=[O:5])[CH3:2].[CH3:14][N:15]([CH3:19])[CH2:16][CH2:17][NH2:18].ON1C2C=CC=CC=2N=N1.Cl.C(N=C=NCCCN(C)C)C.C(=O)([O-])O.[Na+]. The catalyst is C(Cl)(Cl)Cl.C(N(CC)CC)C.C(Cl)Cl. The product is [CH3:14][N:15]([CH3:19])[CH2:16][CH2:17][NH:18][C:11]([C:9]1[S:10][C:6]([C:4]([O:3][CH2:1][CH3:2])=[O:5])=[CH:7][CH:8]=1)=[O:13]. The yield is 0.530. (6) The reactants are Cl.C(OC([N:9]1[CH2:14][CH2:13][CH:12]([C:15]2[N:20]=[CH:19][C:18]([C:21]([O:23][CH3:24])=[O:22])=[CH:17][N:16]=2)[CH2:11][CH2:10]1)=O)(C)(C)C. The catalyst is CO. The product is [NH:9]1[CH2:14][CH2:13][CH:12]([C:15]2[N:16]=[CH:17][C:18]([C:21]([O:23][CH3:24])=[O:22])=[CH:19][N:20]=2)[CH2:11][CH2:10]1. The yield is 0.890. (7) The reactants are [CH3:1][C:2]1[CH:7]=[C:6]([CH3:8])[CH:5]=[CH:4][C:3]=1[N:9]1[CH2:14][CH2:13][N:12]([C:15]2[CH:16]=[C:17]([CH:21]3[C:30]([CH3:32])([CH3:31])[CH2:29][C:28]4[C:23](=[CH:24][CH:25]=[C:26]([C:33](O)=[O:34])[CH:27]=4)[NH:22]3)[CH:18]=[CH:19][CH:20]=2)[CH2:11][CH2:10]1.[CH:36]1([S:39]([NH2:42])(=[O:41])=[O:40])[CH2:38][CH2:37]1. The catalyst is CN(C)C1C=CN=CC=1.ClCCl. The product is [CH3:1][C:2]1[CH:7]=[C:6]([CH3:8])[CH:5]=[CH:4][C:3]=1[N:9]1[CH2:14][CH2:13][N:12]([C:15]2[CH:16]=[C:17]([CH:21]3[C:30]([CH3:31])([CH3:32])[CH2:29][C:28]4[C:23](=[CH:24][CH:25]=[C:26]([C:33]([NH:42][S:39]([CH:36]5[CH2:38][CH2:37]5)(=[O:41])=[O:40])=[O:34])[CH:27]=4)[NH:22]3)[CH:18]=[CH:19][CH:20]=2)[CH2:11][CH2:10]1. The yield is 0.250. (8) The reactants are [NH2:1][CH:2]1[CH2:6][CH2:5][C:4]([CH2:7][PH:8](=[O:13])[O:9][CH:10]([CH3:12])[CH3:11])=[CH:3]1.[OH-].[Na+].[C:16](O[C:16]([O:18][C:19]([CH3:22])([CH3:21])[CH3:20])=[O:17])([O:18][C:19]([CH3:22])([CH3:21])[CH3:20])=[O:17]. No catalyst specified. The product is [C:19]([O:18][C:16]([NH:1][CH:2]1[CH2:6][CH2:5][C:4]([CH2:7][PH:8](=[O:13])[O:9][CH:10]([CH3:11])[CH3:12])=[CH:3]1)=[O:17])([CH3:22])([CH3:21])[CH3:20]. The yield is 0.950.